Dataset: Peptide-MHC class I binding affinity with 185,985 pairs from IEDB/IMGT. Task: Regression. Given a peptide amino acid sequence and an MHC pseudo amino acid sequence, predict their binding affinity value. This is MHC class I binding data. (1) The MHC is HLA-B15:01 with pseudo-sequence HLA-B15:01. The peptide sequence is TFMYVFSTF. The binding affinity (normalized) is 0.395. (2) The peptide sequence is SLTDRELLL. The MHC is HLA-A29:02 with pseudo-sequence HLA-A29:02. The binding affinity (normalized) is 0.0847. (3) The peptide sequence is RGGLGLDTL. The MHC is H-2-Kb with pseudo-sequence H-2-Kb. The binding affinity (normalized) is 0. (4) The peptide sequence is GTIILNKIV. The MHC is HLA-A02:06 with pseudo-sequence HLA-A02:06. The binding affinity (normalized) is 0.329. (5) The peptide sequence is HELSLFWPL. The MHC is HLA-B83:01 with pseudo-sequence HLA-B83:01. The binding affinity (normalized) is 0.213. (6) The peptide sequence is LLFQLCTFTK. The MHC is HLA-A31:01 with pseudo-sequence HLA-A31:01. The binding affinity (normalized) is 0.512. (7) The peptide sequence is SRKASNTIL. The MHC is HLA-A01:01 with pseudo-sequence HLA-A01:01. The binding affinity (normalized) is 0.0847.